From a dataset of Forward reaction prediction with 1.9M reactions from USPTO patents (1976-2016). Predict the product of the given reaction. (1) Given the reactants [CH2:1]([O:8][C:9]1[CH:10]=[C:11]([CH:16]=[C:17]([O:20][CH3:21])[C:18]=1[Br:19])[C:12]([O:14]C)=[O:13])[C:2]1[CH:7]=[CH:6][CH:5]=[CH:4][CH:3]=1.[OH-].[Na+], predict the reaction product. The product is: [CH2:1]([O:8][C:9]1[CH:10]=[C:11]([CH:16]=[C:17]([O:20][CH3:21])[C:18]=1[Br:19])[C:12]([OH:14])=[O:13])[C:2]1[CH:7]=[CH:6][CH:5]=[CH:4][CH:3]=1. (2) Given the reactants [Br:1][C:2]1[CH:3]=[CH:4][C:5]([N+:9]([O-])=O)=[C:6]([CH:8]=1)[NH2:7].ClC(Cl)(O[C:16](=[O:22])OC(Cl)(Cl)Cl)Cl.[NH:24]1[CH2:28][CH2:27][CH2:26][CH2:25]1, predict the reaction product. The product is: [NH2:9][C:5]1[CH:4]=[CH:3][C:2]([Br:1])=[CH:8][C:6]=1[NH:7][C:16]([N:24]1[CH2:28][CH2:27][CH2:26][CH2:25]1)=[O:22]. (3) Given the reactants [CH2:1]([O:3][C:4]([C:6]1[O:14][C:13]2[C:12]([Cl:15])=[CH:11][N:10]=[CH:9][C:8]=2[C:7]=1[NH2:16])=[O:5])[CH3:2].C(=O)([O-])[O-].[Cs+].[Cs+].[F:23][C:24]1[CH:29]=[C:28]([Si:30]([CH3:33])([CH3:32])[CH3:31])[CH:27]=[CH:26][C:25]=1OS(C(F)(F)F)(=O)=O, predict the reaction product. The product is: [CH2:1]([O:3][C:4]([C:6]1[O:14][C:13]2[C:12]([Cl:15])=[CH:11][N:10]=[CH:9][C:8]=2[C:7]=1[NH:16][C:25]1[CH:26]=[CH:27][C:28]([Si:30]([CH3:32])([CH3:31])[CH3:33])=[CH:29][C:24]=1[F:23])=[O:5])[CH3:2]. (4) Given the reactants CO.[ClH:3].[NH:4]1[CH2:9][CH2:8][CH:7](/[CH:10]=[CH:11]/[C:12]2[CH:20]=[CH:19][C:15]([C:16]([NH2:18])=[O:17])=[CH:14][CH:13]=2)[CH2:6][CH2:5]1.[H][H], predict the reaction product. The product is: [ClH:3].[NH:4]1[CH2:9][CH2:8][CH:7]([CH2:10][CH2:11][C:12]2[CH:13]=[CH:14][C:15]([C:16]([NH2:18])=[O:17])=[CH:19][CH:20]=2)[CH2:6][CH2:5]1.